From a dataset of Catalyst prediction with 721,799 reactions and 888 catalyst types from USPTO. Predict which catalyst facilitates the given reaction. (1) Reactant: C(N(CC)CC)C.Cl[CH2:9][CH2:10][C:11]([C:13]1[CH:18]=[CH:17][CH:16]=[CH:15][CH:14]=1)=[O:12].C(O)(=[S:21])C. Product: [SH:21][CH2:9][CH2:10][C:11]([C:13]1[CH:18]=[CH:17][CH:16]=[CH:15][CH:14]=1)=[O:12]. The catalyst class is: 4. (2) Reactant: [F:1][C:2]1[CH:3]=[C:4]([CH:9]=[C:10]([CH3:12])[CH:11]=1)[C:5]([O:7][CH3:8])=[O:6].BrN1C(=O)CCC1=O.C(OOC(=O)C1C=CC=CC=1)(=O)C1C=CC=CC=1.[F:39][C:40]1[CH:46]=[CH:45][CH:44]=[CH:43][C:41]=1[NH2:42].C(=O)([O-])[O-].[K+].[K+]. Product: [F:1][C:2]1[CH:3]=[C:4]([CH:9]=[C:10]([CH2:12][NH:42][C:41]2[CH:43]=[CH:44][CH:45]=[CH:46][C:40]=2[F:39])[CH:11]=1)[C:5]([O:7][CH3:8])=[O:6]. The catalyst class is: 794. (3) Reactant: [Cl:1][CH2:2][C:3]1[CH:8]=[N:7][C:6]2[N:9]([CH2:12][CH3:13])[N:10]=[CH:11][C:5]=2[C:4]=1[NH:14][CH:15]1[CH2:20][CH2:19][O:18][CH2:17][CH2:16]1.[CH2:21]([N:23]1[C:27]2=[N:28][C:29](C)=[C:30]([CH2:39][OH:40])[C:31](NC3CCOCC3)=[C:26]2[CH:25]=[N:24]1)C.Cl[CH2:43]C1C=C2C=NNC2=NC=1. Product: [Cl:1][CH2:2][C:3]1[C:8]([CH3:21])=[N:7][C:6]2[N:9]([CH2:12][CH3:13])[N:10]=[CH:11][C:5]=2[C:4]=1[NH:14][CH:15]1[CH2:20][CH2:19][O:18][CH2:17][CH2:16]1.[CH3:43][O:40][CH2:39][C:30]1[CH:31]=[C:26]2[CH:25]=[N:24][NH:23][C:27]2=[N:28][CH:29]=1. The catalyst class is: 5. (4) Reactant: [OH:1][C:2]1[CH:7]=[CH:6][C:5]([N:8]2[C:12]3[CH:13]=[CH:14][CH:15]=[CH:16][C:11]=3[C:10](=[N:17][C:18]3[CH:23]=[CH:22][CH:21]=[C:20]([C:24]([F:27])([F:26])[F:25])[CH:19]=3)[C:9]2=[O:28])=[CH:4][CH:3]=1.C([O-])([O-])=O.[K+].[K+].[Br:35][CH2:36][CH2:37][CH2:38]Br.CCOC(C)=O. Product: [Br:35][CH2:36][CH2:37][CH2:38][O:1][C:2]1[CH:7]=[CH:6][C:5]([N:8]2[C:12]3[CH:13]=[CH:14][CH:15]=[CH:16][C:11]=3[C:10](=[N:17][C:18]3[CH:23]=[CH:22][CH:21]=[C:20]([C:24]([F:27])([F:25])[F:26])[CH:19]=3)[C:9]2=[O:28])=[CH:4][CH:3]=1. The catalyst class is: 3. (5) Reactant: Cl[C:2]1[N:7]=[C:6]([NH:8][C@H:9]([CH2:13][CH:14]2[CH2:16][CH2:15]2)[C:10]([NH2:12])=[O:11])[CH:5]=[N:4][C:3]=1[C:17]#[N:18].[NH2:19][C:20]1[CH:21]=[C:22]2[C:27](=[CH:28][CH:29]=1)[N:26]=[CH:25][CH:24]=[CH:23]2.C([O-])([O-])=O.[K+].[K+].C1C=CC(P(C2C(C3C(P(C4C=CC=CC=4)C4C=CC=CC=4)=CC=C4C=3C=CC=C4)=C3C(C=CC=C3)=CC=2)C2C=CC=CC=2)=CC=1. Product: [C:17]([C:3]1[N:4]=[CH:5][C:6]([NH:8][C@H:9]([CH2:13][CH:14]2[CH2:16][CH2:15]2)[C:10]([NH2:12])=[O:11])=[N:7][C:2]=1[NH:19][C:20]1[CH:21]=[C:22]2[C:27](=[CH:28][CH:29]=1)[N:26]=[CH:25][CH:24]=[CH:23]2)#[N:18]. The catalyst class is: 231. (6) Reactant: [C:1]([O:5][C:6](=[O:56])[N:7]([C@H:19]([CH2:54][OH:55])[C@@H:20]([O:46][CH2:47][C:48]1[CH:53]=[CH:52][CH:51]=[CH:50][CH:49]=1)[C@@H:21]([N:31]([CH2:39][C:40]1[CH:45]=[CH:44][CH:43]=[CH:42][CH:41]=1)[CH2:32][C:33]1[CH:38]=[CH:37][CH:36]=[CH:35][CH:34]=1)[CH2:22][C:23]1[CH:28]=[C:27]([F:29])[CH:26]=[C:25]([F:30])[CH:24]=1)[CH2:8][C@@H:9](O)[CH2:10][O:11][CH:12]1[CH2:17][CH2:16][CH2:15][CH2:14][CH2:13]1)([CH3:4])([CH3:3])[CH3:2].C(P(CCCC)CCCC)CCC. Product: [C:1]([O:5][C:6]([N:7]1[C@@H:19]([C@@H:20]([O:46][CH2:47][C:48]2[CH:49]=[CH:50][CH:51]=[CH:52][CH:53]=2)[C@@H:21]([N:31]([CH2:39][C:40]2[CH:41]=[CH:42][CH:43]=[CH:44][CH:45]=2)[CH2:32][C:33]2[CH:38]=[CH:37][CH:36]=[CH:35][CH:34]=2)[CH2:22][C:23]2[CH:24]=[C:25]([F:30])[CH:26]=[C:27]([F:29])[CH:28]=2)[CH2:54][O:55][C@@H:9]([CH2:10][O:11][CH:12]2[CH2:13][CH2:14][CH2:15][CH2:16][CH2:17]2)[CH2:8]1)=[O:56])([CH3:3])([CH3:2])[CH3:4]. The catalyst class is: 48. (7) Reactant: [Si:1]([O:8][CH2:9][C:10]([NH:13][C:14]([C:16]1[C:20]2=[N:21][C:22]([C:25]3[C:33]4[C:28](=[CH:29][C:30]([F:34])=[CH:31][CH:32]=4)[NH:27][N:26]=3)=[CH:23][N:24]=[C:19]2[N:18]([C:35]([C:48]2[CH:53]=[CH:52][CH:51]=[CH:50][CH:49]=2)([C:42]2[CH:47]=[CH:46][CH:45]=[CH:44][CH:43]=2)[C:36]2[CH:41]=[CH:40][CH:39]=[CH:38][CH:37]=2)[CH:17]=1)=[O:15])([CH3:12])[CH3:11])([C:4]([CH3:7])([CH3:6])[CH3:5])([CH3:3])[CH3:2].Cl[CH2:55][CH2:56][CH2:57][S:58]([CH3:61])(=[O:60])=[O:59].C([O-])([O-])=O.[K+].[K+].O. Product: [Si:1]([O:8][CH2:9][C:10]([NH:13][C:14]([C:16]1[C:20]2=[N:21][C:22]([C:25]3[C:33]4[C:28](=[CH:29][C:30]([F:34])=[CH:31][CH:32]=4)[N:27]([CH2:55][CH2:56][CH2:57][S:58]([CH3:61])(=[O:60])=[O:59])[N:26]=3)=[CH:23][N:24]=[C:19]2[N:18]([C:35]([C:36]2[CH:37]=[CH:38][CH:39]=[CH:40][CH:41]=2)([C:42]2[CH:43]=[CH:44][CH:45]=[CH:46][CH:47]=2)[C:48]2[CH:49]=[CH:50][CH:51]=[CH:52][CH:53]=2)[CH:17]=1)=[O:15])([CH3:11])[CH3:12])([C:4]([CH3:6])([CH3:7])[CH3:5])([CH3:2])[CH3:3]. The catalyst class is: 3.